From a dataset of Forward reaction prediction with 1.9M reactions from USPTO patents (1976-2016). Predict the product of the given reaction. (1) Given the reactants Cl[C:2]1[S:10][C:9]2[C:8]([C:11]([C:13]3[S:14][CH:15]=[CH:16][CH:17]=3)=[O:12])=[N:7][C:6]([NH:18][CH2:19][C:20]3[CH:21]=[N:22][CH:23]=[CH:24][CH:25]=3)=[N:5][C:4]=2[CH:3]=1.COC1C=C(C=CC=1OC)C[NH2:32], predict the reaction product. The product is: [NH2:32][C:2]1[S:10][C:9]2[C:8]([C:11]([C:13]3[S:14][CH:15]=[CH:16][CH:17]=3)=[O:12])=[N:7][C:6]([NH:18][CH2:19][C:20]3[CH:21]=[N:22][CH:23]=[CH:24][CH:25]=3)=[N:5][C:4]=2[CH:3]=1. (2) Given the reactants [CH3:1][C:2]1[C:11]([CH3:12])=[CH:10][C:5]2[N:6]=[C:7]([SH:9])[NH:8][C:4]=2[CH:3]=1.C(N(CC)CC)C.[CH3:20][O:21][C:22](=[O:31])[C:23]1[CH:28]=[CH:27][CH:26]=[CH:25][C:24]=1[CH2:29]Br.O, predict the reaction product. The product is: [CH3:20][O:21][C:22](=[O:31])[C:23]1[CH:28]=[CH:27][CH:26]=[CH:25][C:24]=1[CH2:29][S:9][C:7]1[NH:8][C:4]2[CH:3]=[C:2]([CH3:1])[C:11]([CH3:12])=[CH:10][C:5]=2[N:6]=1.